This data is from Reaction yield outcomes from USPTO patents with 853,638 reactions. The task is: Predict the reaction yield, written as a fraction of the theoretical maximum amount of product (1.0 means a 100% yield; for example, 0.34 means a 34% yield). (1) The reactants are [F:1][C:2]1[CH:7]=[CH:6][C:5]([N:8]2[C:16]3[C:11](=[CH:12][C:13]([CH:17](O)[CH2:18][C:19]4[CH:24]=[CH:23][CH:22]=[CH:21][CH:20]=4)=[CH:14][CH:15]=3)[CH:10]=[N:9]2)=[CH:4][CH:3]=1.[CH3:26][O:27][C:28]([O:32][Si](C)(C)C)=[C:29]([CH3:31])[CH3:30]. The catalyst is ClCCl.[Ti](Cl)(Cl)(Cl)Cl. The product is [F:1][C:2]1[CH:7]=[CH:6][C:5]([N:8]2[C:16]3[C:11](=[CH:12][C:13]([CH:17]([CH2:18][C:19]4[CH:24]=[CH:23][CH:22]=[CH:21][CH:20]=4)[C:29]([CH3:31])([CH3:30])[C:28]([O:27][CH3:26])=[O:32])=[CH:14][CH:15]=3)[CH:10]=[N:9]2)=[CH:4][CH:3]=1. The yield is 0.600. (2) The reactants are [Br:1][C:2]1[C:3]([CH2:20][N:21]2[CH2:25][CH:24]([CH2:26][CH2:27][CH3:28])[CH2:23][C:22]2=[O:29])=[C:4]2[N:10]=[CH:9][N:8](CC3C=CC(OC)=CC=3)[C:5]2=[N:6][CH:7]=1.C1(OC)C=CC=CC=1.OS(O)(=O)=O.C([O-])(O)=O.[Na+]. The catalyst is FC(F)(F)C(O)=O.C(OCC)(=O)C. The product is [Br:1][C:2]1[C:3]([CH2:20][N:21]2[CH2:25][CH:24]([CH2:26][CH2:27][CH3:28])[CH2:23][C:22]2=[O:29])=[C:4]2[N:10]=[CH:9][NH:8][C:5]2=[N:6][CH:7]=1. The yield is 0.850. (3) The reactants are ClCCl.[CH3:4][O:5][C:6]([C:8]1[NH:9][C:10]2[C:15]([CH:16]=1)=[CH:14][CH:13]=[C:12]([O:17]C)[CH:11]=2)=[O:7].B(Br)(Br)Br. The catalyst is O. The product is [CH3:4][O:5][C:6]([C:8]1[NH:9][C:10]2[C:15]([CH:16]=1)=[CH:14][CH:13]=[C:12]([OH:17])[CH:11]=2)=[O:7]. The yield is 0.850.